Dataset: Catalyst prediction with 721,799 reactions and 888 catalyst types from USPTO. Task: Predict which catalyst facilitates the given reaction. (1) Product: [F:29][C:23]1[CH:24]=[CH:25][CH:26]=[C:27]([F:28])[C:22]=1[C:21]([NH:20][C:19]1[C:15]([C:8]2[NH:9][C:10]([CH2:11][CH:12]([CH3:14])[CH3:13])=[C:6]([C:4]([OH:5])=[O:3])[N:7]=2)=[N:16][N:17]([CH2:31][C:32]2[CH:37]=[CH:36][C:35]([O:38][CH3:39])=[CH:34][CH:33]=2)[CH:18]=1)=[O:30]. Reactant: C([O:3][C:4]([C:6]1[N:7]=[C:8]([C:15]2[C:19]([NH:20][C:21](=[O:30])[C:22]3[C:27]([F:28])=[CH:26][CH:25]=[CH:24][C:23]=3[F:29])=[CH:18][N:17]([CH2:31][C:32]3[CH:37]=[CH:36][C:35]([O:38][CH3:39])=[CH:34][CH:33]=3)[N:16]=2)[NH:9][C:10]=1[CH2:11][CH:12]([CH3:14])[CH3:13])=[O:5])C.[OH-].[Na+]. The catalyst class is: 5. (2) Reactant: [CH3:1][O:2][C:3]1[CH:43]=[C:42]([O:44][CH3:45])[CH:41]=[CH:40][C:4]=1[CH2:5][NH:6][C:7]1[C:8]2[CH:15]=[CH:14][N:13]([C@H:16]3[C@@H:20]4[O:21][C:22]([CH3:25])([CH3:24])[O:23][C@@H:19]4[C@@H:18]([CH2:26][N:27]([CH:37]([CH3:39])[CH3:38])[CH:28]4[CH2:31][CH:30]([CH2:32][CH2:33][C:34](O)=[O:35])[CH2:29]4)[O:17]3)[C:9]=2[N:10]=[CH:11][N:12]=1.CN(C(ON1N=NC2C=CC=NC1=2)=[N+](C)C)C.F[P-](F)(F)(F)(F)F.C1C=NC2N(O)N=NC=2C=1.[C:80]([C:84]1[CH:85]=[C:86]([NH2:91])[C:87]([NH2:90])=[CH:88][CH:89]=1)([CH3:83])([CH3:82])[CH3:81]. Product: [NH2:91][C:86]1[CH:85]=[C:84]([C:80]([CH3:83])([CH3:81])[CH3:82])[CH:89]=[CH:88][C:87]=1[NH:90][C:34](=[O:35])[CH2:33][CH2:32][CH:30]1[CH2:31][CH:28]([N:27]([CH2:26][C@@H:18]2[C@@H:19]3[C@@H:20]([O:21][C:22]([CH3:24])([CH3:25])[O:23]3)[C@H:16]([N:13]3[C:9]4[N:10]=[CH:11][N:12]=[C:7]([NH:6][CH2:5][C:4]5[CH:40]=[CH:41][C:42]([O:44][CH3:45])=[CH:43][C:3]=5[O:2][CH3:1])[C:8]=4[CH:15]=[CH:14]3)[O:17]2)[CH:37]([CH3:38])[CH3:39])[CH2:29]1. The catalyst class is: 2.